This data is from TCR-epitope binding with 47,182 pairs between 192 epitopes and 23,139 TCRs. The task is: Binary Classification. Given a T-cell receptor sequence (or CDR3 region) and an epitope sequence, predict whether binding occurs between them. (1) The epitope is AVFDRKSDAK. The TCR CDR3 sequence is CASRSWESGTEAFF. Result: 1 (the TCR binds to the epitope). (2) Result: 0 (the TCR does not bind to the epitope). The epitope is TPGPGVRYPL. The TCR CDR3 sequence is CASSGDSLYGYTF.